Dataset: Full USPTO retrosynthesis dataset with 1.9M reactions from patents (1976-2016). Task: Predict the reactants needed to synthesize the given product. (1) Given the product [OH:2][C:3]1[CH:8]=[CH:7][C:6]([CH3:9])=[CH:5][C:4]=1[N:10]1[CH2:31][CH2:30][C:13]2([C:17](=[O:18])[N:16]([C:19]3[CH:24]=[CH:23][C:22]([O:25][C:26]([F:28])([F:29])[F:27])=[CH:21][CH:20]=3)[CH2:15][CH2:14]2)[CH2:12][CH2:11]1, predict the reactants needed to synthesize it. The reactants are: C[O:2][C:3]1[CH:8]=[CH:7][C:6]([CH3:9])=[CH:5][C:4]=1[N:10]1[CH2:31][CH2:30][C:13]2([C:17](=[O:18])[N:16]([C:19]3[CH:24]=[CH:23][C:22]([O:25][C:26]([F:29])([F:28])[F:27])=[CH:21][CH:20]=3)[CH2:15][CH2:14]2)[CH2:12][CH2:11]1.B(Br)(Br)Br. (2) Given the product [C:11]([C:10]1[C:6](=[C:5]([C:3]#[N:4])[C:27]#[N:28])[O:7][C:8]([CH3:26])([CH3:25])[C:9]=1[C:13]1[CH:18]=[CH:17][C:16]([C:19]#[CH:20])=[CH:15][CH:14]=1)#[N:12], predict the reactants needed to synthesize it. The reactants are: [K].[F-].[C:3]([C:5]([C:27]#[N:28])=[C:6]1[C:10]([C:11]#[N:12])=[C:9]([C:13]2[CH:18]=[CH:17][C:16]([C:19]#[C:20][Si](C)(C)C)=[CH:15][CH:14]=2)[C:8]([CH3:26])([CH3:25])[O:7]1)#[N:4].O. (3) Given the product [C:1]([O:9][CH2:10][C@@H:11]1[CH2:15][C@@H:14]([N:26]=[N+:27]=[N-:28])[C@H:13]([O:24][CH3:25])[O:12]1)(=[O:8])[C:2]1[CH:7]=[CH:6][CH:5]=[CH:4][CH:3]=1, predict the reactants needed to synthesize it. The reactants are: [C:1]([O:9][CH2:10][C@@H:11]1[CH2:15][C@H:14](OS(C(F)(F)F)(=O)=O)[CH:13]([O:24][CH3:25])[O:12]1)(=[O:8])[C:2]1[CH:7]=[CH:6][CH:5]=[CH:4][CH:3]=1.[N-:26]=[N+:27]=[N-:28].[Na+]. (4) Given the product [CH3:43][C:44]1[CH:49]=[CH:48][C:47]([C:50]2[O:51][CH:52]=[CH:53][N:54]=2)=[CH:46][C:45]=1[NH:55][C:16]([C:7]1[C:8](=[O:15])[NH:9][C:10]2[C:5]([CH:6]=1)=[CH:4][C:3]([O:2][CH3:1])=[C:12]([O:13][CH3:14])[CH:11]=2)=[O:18], predict the reactants needed to synthesize it. The reactants are: [CH3:1][O:2][C:3]1[CH:4]=[C:5]2[C:10](=[CH:11][C:12]=1[O:13][CH3:14])[NH:9][C:8](=[O:15])[C:7]([C:16]([OH:18])=O)=[CH:6]2.CN(C(ON1N=NC2C=CC=NC1=2)=[N+](C)C)C.F[P-](F)(F)(F)(F)F.[CH3:43][C:44]1[CH:49]=[CH:48][C:47]([C:50]2[O:51][CH:52]=[CH:53][N:54]=2)=[CH:46][C:45]=1[NH2:55].C(=O)(O)[O-].[Na+]. (5) Given the product [CH3:1][O:2][C:3]1[C:10]([O:11][CH3:12])=[C:9]([O:13][CH3:14])[CH:8]=[CH:7][C:4]=1[CH:5]=[N:21][CH2:22][CH:23]([O:26][CH3:27])[O:24][CH3:25], predict the reactants needed to synthesize it. The reactants are: [CH3:1][O:2][C:3]1[C:10]([O:11][CH3:12])=[C:9]([O:13][CH3:14])[CH:8]=[CH:7][C:4]=1[CH:5]=O.COC1C=C(C=CC=1OC)C=[N:21][CH2:22][CH:23]([O:26][CH3:27])[O:24][CH3:25]. (6) Given the product [Cl:1][C:2]1[CH:3]=[C:4]([CH:24]=[CH:25][C:26]=1[C:27]([F:28])([F:29])[F:30])[CH2:5][CH:6]1[CH2:14][C:13]2[C:8](=[CH:9][C:10]([O:21][CH3:22])=[C:11]([N:15]3[CH2:16][CH2:17][O:18][CH2:19][CH2:20]3)[CH:12]=2)[C:7]1=[O:23], predict the reactants needed to synthesize it. The reactants are: [Cl:1][C:2]1[CH:3]=[C:4]([CH:24]=[CH:25][C:26]=1[C:27]([F:30])([F:29])[F:28])/[CH:5]=[C:6]1/[C:7](=[O:23])[C:8]2[C:13]([CH2:14]/1)=[CH:12][C:11]([N:15]1[CH2:20][CH2:19][O:18][CH2:17][CH2:16]1)=[C:10]([O:21][CH3:22])[CH:9]=2. (7) Given the product [C:21]([C:20]1[CH:23]=[C:16]([C:14]2[CH:13]=[CH:12][N:11]=[C:10]([NH:9][C:6]3[CH:5]=[CH:4][C:3]([CH2:2][NH:1][C:35]([N:34]4[CH2:95][CH2:100][O:31][CH2:32][CH2:33]4)=[O:68])=[N:8][CH:7]=3)[N:15]=2)[CH:17]=[CH:18][C:19]=1[O:24][CH:25]1[CH2:30][CH2:29][O:28][CH2:27][CH2:26]1)#[N:22], predict the reactants needed to synthesize it. The reactants are: [NH2:1][CH2:2][C:3]1[N:8]=[CH:7][C:6]([NH:9][C:10]2[N:15]=[C:14]([C:16]3[CH:17]=[CH:18][C:19]([O:24][CH:25]4[CH2:30][CH2:29][O:28][CH2:27][CH2:26]4)=[C:20]([CH:23]=3)[C:21]#[N:22])[CH:13]=[CH:12][N:11]=2)=[CH:5][CH:4]=1.[OH:31][CH2:32][C:33]1C=C(NC2N=C(C3C=CC(OC4CCOCC4)=C(C=3)C#N)C=CN=2)C=[CH:35][N:34]=1.C1C=CC(P(N=[N+]=[N-])(C2C=CC=CC=2)=[O:68])=CC=1.[N-]=[N+]=[N-].[Na+].C1C=CC(P([C:95]2[CH:100]=CC=CC=2)C2C=CC=CC=2)=CC=1. (8) The reactants are: [NH2:1][C:2]1[CH:10]=[CH:9][CH:8]=[C:7]2[C:3]=1[CH2:4][O:5][C:6]2=[O:11].[CH:12](=O)[C:13]1[CH:18]=[CH:17][N:16]=[CH:15][CH:14]=1.S([O-])([O-])(=O)=O.[Na+].[Na+]. Given the product [N:16]1[CH:17]=[CH:18][C:13](/[CH:12]=[N:1]/[C:2]2[CH:10]=[CH:9][CH:8]=[C:7]3[C:3]=2[CH2:4][O:5][C:6]3=[O:11])=[CH:14][CH:15]=1, predict the reactants needed to synthesize it.